Dataset: Forward reaction prediction with 1.9M reactions from USPTO patents (1976-2016). Task: Predict the product of the given reaction. (1) Given the reactants [C:1]([CH:7]1[CH2:12][CH2:11][CH2:10][CH2:9][N:8]1[C:13]([O:15][CH2:16][C:17]1[CH:22]=[CH:21][CH:20]=[CH:19][CH:18]=1)=[O:14])(=[O:6])[CH2:2][C:3]([CH3:5])=O.[C:23]([C:25]1[CH:32]=[CH:31][C:28]([CH:29]=O)=[CH:27][CH:26]=1)#[N:24].[F:33][C:34]([F:46])([F:45])[C:35]1[CH:36]=[C:37]([NH:41][C:42]([NH2:44])=[O:43])[CH:38]=[CH:39][CH:40]=1, predict the reaction product. The product is: [C:23]([C:25]1[CH:32]=[CH:31][C:28]([CH:29]2[C:2]([C:1]([CH:7]3[CH2:12][CH2:11][CH2:10][CH2:9][N:8]3[C:13]([O:15][CH2:16][C:17]3[CH:22]=[CH:21][CH:20]=[CH:19][CH:18]=3)=[O:14])=[O:6])=[C:3]([CH3:5])[N:41]([C:37]3[CH:38]=[CH:39][CH:40]=[C:35]([C:34]([F:45])([F:46])[F:33])[CH:36]=3)[C:42](=[O:43])[NH:44]2)=[CH:27][CH:26]=1)#[N:24]. (2) The product is: [Br:28][C:29]1[CH:30]=[CH:31][C:32]([O:18][CH:16]2[CH2:15][N:14]([CH2:13][C:12]3[CH:19]=[CH:20][C:9]([CH:6]([CH3:8])[CH3:7])=[CH:10][CH:11]=3)[CH2:17]2)=[CH:33][N:34]=1. Given the reactants CS(Cl)(=O)=O.[CH:6]([C:9]1[CH:20]=[CH:19][C:12]([CH2:13][N:14]2[CH2:17][CH:16]([OH:18])[CH2:15]2)=[CH:11][CH:10]=1)([CH3:8])[CH3:7].C(N(CC)CC)C.[Br:28][C:29]1[N:34]=[CH:33][C:32](O)=[CH:31][CH:30]=1.[H-].[Na+], predict the reaction product. (3) The product is: [CH3:1][C:2]1([CH3:22])[C:7]2[NH:8][C:9]3[CH:15]=[CH:14][C:13]([O:16][C:17]([F:19])([F:20])[F:18])=[CH:12][C:10]=3[S:11](=[O:24])[C:6]=2[C:5](=[O:21])[NH:4][CH2:3]1. Given the reactants [CH3:1][C:2]1([CH3:22])[C:7]2[NH:8][C:9]3[CH:15]=[CH:14][C:13]([O:16][C:17]([F:20])([F:19])[F:18])=[CH:12][C:10]=3[S:11][C:6]=2[C:5](=[O:21])[NH:4][CH2:3]1.P([O-])([O-])([O-])=[O:24], predict the reaction product. (4) Given the reactants C[O:2][C:3]1[CH:4]=[C:5]([C:9]([CH3:13])([CH3:12])[C:10]#[N:11])[CH:6]=[CH:7][CH:8]=1.B(Br)(Br)Br, predict the reaction product. The product is: [OH:2][C:3]1[CH:4]=[C:5]([C:9]([CH3:13])([CH3:12])[C:10]#[N:11])[CH:6]=[CH:7][CH:8]=1.